Dataset: Forward reaction prediction with 1.9M reactions from USPTO patents (1976-2016). Task: Predict the product of the given reaction. (1) Given the reactants [CH3:1][S:2]([N:5]1[CH2:10][CH2:9][NH:8][C:7](=[O:11])[CH2:6]1)(=[O:4])=[O:3].[H-].[Na+].Cl[CH2:15][C:16]1[O:24][C:23]2[C:22]([C:25]3[CH:30]=[CH:29][N:28]=[C:27]([NH:31][C:32](=[O:34])[CH3:33])[CH:26]=3)=[CH:21][N:20]([CH3:35])[C:19](=[O:36])[C:18]=2[CH:17]=1, predict the reaction product. The product is: [CH3:35][N:20]1[CH:21]=[C:22]([C:25]2[CH:30]=[CH:29][N:28]=[C:27]([NH:31][C:32](=[O:34])[CH3:33])[CH:26]=2)[C:23]2[O:24][C:16]([CH2:15][N:8]3[CH2:9][CH2:10][N:5]([S:2]([CH3:1])(=[O:3])=[O:4])[CH2:6][C:7]3=[O:11])=[CH:17][C:18]=2[C:19]1=[O:36]. (2) Given the reactants Cl.[Cl:2][C:3]1[C:8]([F:9])=[CH:7][C:6]([CH:10]2[CH2:15][CH:14]([C:16]([O:18][CH3:19])=[O:17])[CH2:13][CH2:12][NH:11]2)=[CH:5][C:4]=1[F:20].CCN(C(C)C)C(C)C.[C:30](Cl)(=[O:33])[O:31][CH3:32].Cl, predict the reaction product. The product is: [Cl:2][C:3]1[C:4]([F:20])=[CH:5][C:6]([CH:10]2[CH2:15][CH:14]([C:16]([O:18][CH3:19])=[O:17])[CH2:13][CH2:12][N:11]2[C:30]([O:31][CH3:32])=[O:33])=[CH:7][C:8]=1[F:9]. (3) Given the reactants C([O:3][C:4](=[O:28])[C:5]([N:8]1[CH2:17][CH2:16][C:15]2[C:10](=[CH:11][CH:12]=[C:13]([O:18][CH2:19][C:20]3[CH:25]=[CH:24][C:23]([F:26])=[CH:22][CH:21]=3)[CH:14]=2)[C:9]1=[O:27])([CH3:7])[CH3:6])C.[OH-].[Li+], predict the reaction product. The product is: [F:26][C:23]1[CH:22]=[CH:21][C:20]([CH2:19][O:18][C:13]2[CH:14]=[C:15]3[C:10](=[CH:11][CH:12]=2)[C:9](=[O:27])[N:8]([C:5]([CH3:6])([CH3:7])[C:4]([OH:28])=[O:3])[CH2:17][CH2:16]3)=[CH:25][CH:24]=1. (4) Given the reactants [Cl:1][C:2]1[CH:7]=[CH:6][C:5]([CH2:8][N:9]2[CH2:14][CH2:13][N:12](C(OC(C)(C)C)=O)[CH2:11][CH2:10]2)=[C:4]([C:22]([N:24]2[CH2:29][CH2:28][O:27][CH2:26][CH2:25]2)=[O:23])[CH:3]=1.FC(F)(F)C(O)=O, predict the reaction product. The product is: [Cl:1][C:2]1[CH:7]=[CH:6][C:5]([CH2:8][N:9]2[CH2:10][CH2:11][NH:12][CH2:13][CH2:14]2)=[C:4]([C:22]([N:24]2[CH2:25][CH2:26][O:27][CH2:28][CH2:29]2)=[O:23])[CH:3]=1. (5) Given the reactants [CH2:1]([O:3][C:4](=[O:24])[CH2:5][CH:6]1[O:10][B:9]([OH:11])[C:8]2[CH:12]=[C:13]([O:17][C:18]3[CH:23]=[N:22][CH:21]=[CH:20][N:19]=3)[CH:14]=[C:15]([OH:16])[C:7]1=2)[CH3:2].[C:25]([O:29][C:30](=[O:36])[NH:31][CH2:32][CH2:33]CBr)([CH3:28])([CH3:27])[CH3:26].C(=O)([O-])[O-].[K+].[K+], predict the reaction product. The product is: [CH2:1]([O:3][C:4](=[O:24])[CH2:5][CH:6]1[O:10][B:9]([OH:11])[C:8]2[CH:12]=[C:13]([O:17][C:18]3[CH:23]=[N:22][CH:21]=[CH:20][N:19]=3)[CH:14]=[C:15]([O:16][CH2:33][CH2:32][NH:31][C:30]([O:29][C:25]([CH3:28])([CH3:27])[CH3:26])=[O:36])[C:7]1=2)[CH3:2]. (6) Given the reactants [F:1][C:2]([F:33])([F:32])[C:3]1[CH:4]=[C:5]([CH:29]=[CH:30][CH:31]=1)[CH2:6][NH:7][C:8](=[O:28])[C:9]1[CH:14]=[CH:13][N:12]=[C:11]([C:15]2[CH:20]=[C:19]([N:21]([CH2:25][CH3:26])[CH2:22][CH2:23][CH3:24])[CH:18]=[CH:17][C:16]=2[NH2:27])[CH:10]=1.[CH3:34][N:35]([CH2:47][CH2:48][N:49]1[CH2:54][CH2:53][O:52][CH2:51][CH2:50]1)[C:36]([C:38]1[CH:39]=[C:40]([CH:44]=[CH:45][CH:46]=1)[C:41](O)=[O:42])=[O:37].CCN=C=NCCCN(C)C.Cl, predict the reaction product. The product is: [F:33][C:2]([F:32])([F:1])[C:3]1[CH:4]=[C:5]([CH:29]=[CH:30][CH:31]=1)[CH2:6][NH:7][C:8]([C:9]1[CH:14]=[CH:13][N:12]=[C:11]([C:15]2[CH:20]=[C:19]([N:21]([CH2:25][CH3:26])[CH2:22][CH2:23][CH3:24])[CH:18]=[CH:17][C:16]=2[NH:27][C:41](=[O:42])[C:40]2[CH:44]=[CH:45][CH:46]=[C:38]([C:36]([N:35]([CH3:34])[CH2:47][CH2:48][N:49]3[CH2:50][CH2:51][O:52][CH2:53][CH2:54]3)=[O:37])[CH:39]=2)[CH:10]=1)=[O:28]. (7) Given the reactants [F:1][C:2]([F:15])([F:14])[C:3]1[CH:8]=[CH:7][C:6]([CH2:9][CH2:10][C:11](O)=[O:12])=[CH:5][CH:4]=1.S(Cl)([Cl:18])=O, predict the reaction product. The product is: [F:1][C:2]([F:15])([F:14])[C:3]1[CH:8]=[CH:7][C:6]([CH2:9][CH2:10][C:11]([Cl:18])=[O:12])=[CH:5][CH:4]=1.